Dataset: Catalyst prediction with 721,799 reactions and 888 catalyst types from USPTO. Task: Predict which catalyst facilitates the given reaction. (1) Reactant: [Si:1]([O:8][CH2:9][CH2:10][N:11]1[CH2:19][C:18]2[C:13](=[CH:14][C:15]([N+:20]([O-])=O)=[CH:16][CH:17]=2)[C:12]1=[O:23])([C:4]([CH3:7])([CH3:6])[CH3:5])([CH3:3])[CH3:2].[H][H]. Product: [NH2:20][C:15]1[CH:14]=[C:13]2[C:18]([CH2:19][N:11]([CH2:10][CH2:9][O:8][Si:1]([C:4]([CH3:7])([CH3:6])[CH3:5])([CH3:2])[CH3:3])[C:12]2=[O:23])=[CH:17][CH:16]=1. The catalyst class is: 43. (2) Reactant: Cl.O1CCOCC1.[OH:8][C@@H:9]([C:20]1[CH:25]=[CH:24][CH:23]=[C:22]([O:26][CH2:27][C:28]2[CH:33]=[CH:32][CH:31]=[C:30]([CH3:34])[N:29]=2)[CH:21]=1)[CH2:10][CH2:11][NH:12]C(=O)OC(C)(C)C. Product: [NH2:12][CH2:11][CH2:10][C@H:9]([C:20]1[CH:25]=[CH:24][CH:23]=[C:22]([O:26][CH2:27][C:28]2[CH:33]=[CH:32][CH:31]=[C:30]([CH3:34])[N:29]=2)[CH:21]=1)[OH:8]. The catalyst class is: 5.